This data is from Peptide-MHC class I binding affinity with 185,985 pairs from IEDB/IMGT. The task is: Regression. Given a peptide amino acid sequence and an MHC pseudo amino acid sequence, predict their binding affinity value. This is MHC class I binding data. (1) The peptide sequence is ADSLDFTQV. The MHC is HLA-B44:02 with pseudo-sequence HLA-B44:02. The binding affinity (normalized) is 0.127. (2) The binding affinity (normalized) is 0.0847. The MHC is HLA-B27:05 with pseudo-sequence HLA-B27:05. The peptide sequence is WRDDSRGRW. (3) The peptide sequence is VLAGYGAGI. The MHC is HLA-A02:02 with pseudo-sequence HLA-A02:02. The binding affinity (normalized) is 0.780. (4) The peptide sequence is EYKKSLYKF. The MHC is HLA-B15:01 with pseudo-sequence HLA-B15:01. The binding affinity (normalized) is 0.0847. (5) The peptide sequence is ANPGRVKDW. The MHC is HLA-B07:02 with pseudo-sequence HLA-B07:02. The binding affinity (normalized) is 0.0847. (6) The peptide sequence is KVFSFWLLCK. The MHC is HLA-A02:03 with pseudo-sequence HLA-A02:03. The binding affinity (normalized) is 0.249. (7) The peptide sequence is EFVSANLAM. The MHC is HLA-A69:01 with pseudo-sequence HLA-A69:01. The binding affinity (normalized) is 0.0847.